Dataset: Retrosynthesis with 50K atom-mapped reactions and 10 reaction types from USPTO. Task: Predict the reactants needed to synthesize the given product. (1) Given the product Cc1cc2cc(Nc3ccnc4cc(-c5ccoc5)sc34)ccc2[nH]1, predict the reactants needed to synthesize it. The reactants are: Cc1cc2cc(Nc3ccnc4cc(Br)sc34)ccc2[nH]1.OB(O)c1ccoc1. (2) Given the product CCCCC(CC)CC(N)CC(CC)CCCC, predict the reactants needed to synthesize it. The reactants are: CCCCC(CC)CC(CC(CC)CCCC)N1C(=O)c2ccccc2C1=O. (3) Given the product CCCCc1nc2c(s1)CCC(COS(=O)(=O)c1ccc(C)cc1)C2, predict the reactants needed to synthesize it. The reactants are: CCCCc1nc2c(s1)CCC(CO)C2.Cc1ccc(S(=O)(=O)Cl)cc1. (4) Given the product Cc1nc(C#Cc2cccc(C(F)(F)F)c2)cn1-c1cncc(F)c1, predict the reactants needed to synthesize it. The reactants are: Cc1nc(C#Cc2cccc(C(F)(F)F)c2)c[nH]1.Fc1cncc(F)c1. (5) Given the product CCc1c(OCCCC(=O)O)cccc1-c1noc(-c2ccc(OC(C)C)c(Cl)c2)n1, predict the reactants needed to synthesize it. The reactants are: CCOC(=O)CCCOc1cccc(-c2noc(-c3ccc(OC(C)C)c(Cl)c3)n2)c1CC. (6) Given the product Nc1ccc2c(c1)CN(c1cccc3c1C(=O)N(CCc1ccc4ccccc4n1)C3)CC2, predict the reactants needed to synthesize it. The reactants are: O=C1c2c(cccc2N2CCc3ccc([N+](=O)[O-])cc3C2)CN1CCc1ccc2ccccc2n1. (7) Given the product CO[C@@H]1CN(CCCC(=O)N2CCCC2)CC[C@@H]1N, predict the reactants needed to synthesize it. The reactants are: CO[C@@H]1CN(CCCC(=O)N2CCCC2)CC[C@@H]1NCc1ccccc1. (8) Given the product COC(=O)c1cc(Cn2cc3nc(-c4cccc(F)c4F)nc-3cn2)ccc1-c1ccc(OC)cc1C(F)(F)F, predict the reactants needed to synthesize it. The reactants are: COC(=O)c1cc(CBr)ccc1-c1ccc(OC)cc1C(F)(F)F.Fc1cccc(-c2nc3cn[nH]cc-3n2)c1F.